From a dataset of Full USPTO retrosynthesis dataset with 1.9M reactions from patents (1976-2016). Predict the reactants needed to synthesize the given product. (1) Given the product [CH2:1]([N:3]1[C:7]([C:8]2[N:13]=[C:12]([C:14]3[CH:19]=[CH:18][CH:17]=[C:16]([C:20]#[C:21][C@:22]4([OH:29])[CH2:26][CH2:25][N:24]([CH3:27])[C:23]4=[O:28])[CH:15]=3)[N:11]=[C:10]([C:30]([NH2:34])=[O:32])[CH:9]=2)=[CH:6][CH:5]=[N:4]1)[CH3:2], predict the reactants needed to synthesize it. The reactants are: [CH2:1]([N:3]1[C:7]([C:8]2[N:13]=[C:12]([C:14]3[CH:19]=[CH:18][CH:17]=[C:16]([C:20]#[C:21][C@:22]4([OH:29])[CH2:26][CH2:25][N:24]([CH3:27])[C:23]4=[O:28])[CH:15]=3)[N:11]=[C:10]([C:30]([OH:32])=O)[CH:9]=2)=[CH:6][CH:5]=[N:4]1)[CH3:2].[Cl-].[NH4+:34]. (2) Given the product [CH3:1][O:2][C:3](=[O:23])[C@H:4]([CH2:13][NH:14][C:15](=[O:22])[C:16]1[CH:21]=[CH:20][CH:19]=[CH:18][CH:17]=1)[NH2:5], predict the reactants needed to synthesize it. The reactants are: [CH3:1][O:2][C:3](=[O:23])[C@H:4]([CH2:13][NH:14][C:15](=[O:22])[C:16]1[CH:21]=[CH:20][CH:19]=[CH:18][CH:17]=1)[NH:5]C(OC(C)(C)C)=O.